Dataset: Catalyst prediction with 721,799 reactions and 888 catalyst types from USPTO. Task: Predict which catalyst facilitates the given reaction. (1) Reactant: [CH:1]1[CH:2]=[C:3]([N:9]2[CH2:14][CH2:13][N:12]([CH2:15][CH2:16][CH2:17][CH2:18][O:19][C:20]3[CH:21]=[CH:22][C:23]4[CH2:30][CH2:29][C:27](=[O:28])[NH:26][C:24]=4[CH:25]=3)[CH2:11][CH2:10]2)[C:4]([Cl:8])=[C:5]([Cl:7])[CH:6]=1. Product: [CH2:30]1[C:23]2[CH:22]=[CH:21][C:20]([O:19][CH2:18][CH2:17][CH2:16][CH2:15][N:12]3[CH2:11][CH2:10][N:9]([C:3]4[CH:2]=[CH:1][CH:6]=[C:5]([Cl:7])[C:4]=4[Cl:8])[CH2:14][CH2:13]3)=[CH:25][C:24]=2[NH:26][C:27](=[O:28])[CH2:29]1.[OH2:19]. The catalyst class is: 6. (2) Reactant: [Li]CCCC.[CH2:6]([N:13]([CH2:18][CH2:19][OH:20])[C:14]([NH:16][CH3:17])=[O:15])[C:7]1[CH:12]=[CH:11][CH:10]=[CH:9][CH:8]=1.[CH3:21][C:22]1[CH:27]=[CH:26][C:25]([S:28](Cl)(=[O:30])=[O:29])=[CH:24][CH:23]=1. Product: [CH2:6]([N:13]([CH2:18][CH2:19][O:20][S:28]([C:25]1[CH:26]=[CH:27][C:22]([CH3:21])=[CH:23][CH:24]=1)(=[O:30])=[O:29])[C:14]([NH:16][CH3:17])=[O:15])[C:7]1[CH:12]=[CH:11][CH:10]=[CH:9][CH:8]=1. The catalyst class is: 1. (3) Reactant: [Cl:1][C:2]1[C:10]2[N:9]=[C:8]3[N:11]([C:15]4[CH:20]=[CH:19][C:18]([O:21][CH3:22])=[CH:17][C:16]=4[Cl:23])[CH2:12][CH2:13][CH2:14][N:7]3[C:6]=2[C:5]([CH:24]([CH:26]2[CH2:28][CH2:27]2)[OH:25])=[CH:4][CH:3]=1.N(C(N1CCCCC1)=O)=NC(N1CCCCC1)=O.C(P(CCCC)CCCC)CCC.[F:60][CH:61]([F:64])[CH2:62]O. Product: [Cl:1][C:2]1[C:10]2[N:9]=[C:8]3[N:11]([C:15]4[CH:20]=[CH:19][C:18]([O:21][CH3:22])=[CH:17][C:16]=4[Cl:23])[CH2:12][CH2:13][CH2:14][N:7]3[C:6]=2[C:5]([CH:24]([CH:26]2[CH2:28][CH2:27]2)[O:25][CH2:62][CH:61]([F:64])[F:60])=[CH:4][CH:3]=1. The catalyst class is: 7.